Dataset: Forward reaction prediction with 1.9M reactions from USPTO patents (1976-2016). Task: Predict the product of the given reaction. (1) Given the reactants [NH:1]1[C:9]2[C:4](=[CH:5][C:6]([NH:10][C:11]3[CH:20]=[CH:19][C:18]([CH:21]4[CH2:23][CH2:22]4)=[CH:17][C:12]=3[C:13]([O:15][CH3:16])=[O:14])=[CH:7][CH:8]=2)[CH:3]=[CH:2]1.CC(C)([O-])C.[K+].Br[CH2:31][C:32]1[CH:37]=[CH:36][CH:35]=[C:34]([O:38][CH2:39][C:40]([F:43])([F:42])[F:41])[CH:33]=1.Cl, predict the reaction product. The product is: [CH:21]1([C:18]2[CH:19]=[CH:20][C:11]([NH:10][C:6]3[CH:5]=[C:4]4[C:9](=[CH:8][CH:7]=3)[N:1]([CH2:31][C:32]3[CH:37]=[CH:36][CH:35]=[C:34]([O:38][CH2:39][C:40]([F:41])([F:42])[F:43])[CH:33]=3)[CH:2]=[CH:3]4)=[C:12]([CH:17]=2)[C:13]([O:15][CH3:16])=[O:14])[CH2:23][CH2:22]1. (2) Given the reactants [C:1]([C:3]1[CH:4]=[C:5](/[CH:9]=[CH:10]/[C:11]([O:13][C:14]([CH3:17])([CH3:16])[CH3:15])=[O:12])[CH:6]=[CH:7][CH:8]=1)#[N:2].[H][H], predict the reaction product. The product is: [C:1]([C:3]1[CH:4]=[C:5]([CH2:9][CH2:10][C:11]([O:13][C:14]([CH3:17])([CH3:16])[CH3:15])=[O:12])[CH:6]=[CH:7][CH:8]=1)#[N:2]. (3) Given the reactants [NH2:1][C:2]1[N:7]=[CH:6][N:5]=[C:4]2[N:8]([CH2:19][CH2:20][NH:21][CH2:22][C:23]3[CH:27]=[CH:26][S:25][CH:24]=3)[N:9]=[C:10]([C:11]3[CH:12]=[CH:13][C:14]([Cl:18])=[C:15]([OH:17])[CH:16]=3)[C:3]=12.[C:28](Cl)(=[O:31])[CH:29]=[CH2:30], predict the reaction product. The product is: [NH2:1][C:2]1[N:7]=[CH:6][N:5]=[C:4]2[N:8]([CH2:19][CH2:20][N:21]([CH2:22][C:23]3[CH:27]=[CH:26][S:25][CH:24]=3)[C:28](=[O:31])[CH:29]=[CH2:30])[N:9]=[C:10]([C:11]3[CH:12]=[CH:13][C:14]([Cl:18])=[C:15]([OH:17])[CH:16]=3)[C:3]=12. (4) Given the reactants [CH:1]1([N:9]2[C:12](=[O:13])[C:11]([CH3:15])([CH3:14])[NH:10]2)[CH2:8][CH2:7][CH2:6][CH2:5][CH2:4][CH2:3][CH2:2]1.[Cl:16][C:17]1[CH:18]=[C:19]([CH:23]=[CH:24][CH:25]=1)[C:20](Cl)=[O:21], predict the reaction product. The product is: [Cl:16][C:17]1[CH:18]=[C:19]([C:20]([N:10]2[C:11]([CH3:15])([CH3:14])[C:12](=[O:13])[N:9]2[CH:1]2[CH2:8][CH2:7][CH2:6][CH2:5][CH2:4][CH2:3][CH2:2]2)=[O:21])[CH:23]=[CH:24][CH:25]=1. (5) Given the reactants C([Si](C)(C)[N:6]1[C:10]2=[N:11][CH:12]=[CH:13][CH:14]=[C:9]2[CH:8]=[CH:7]1)(C)(C)C.Cl[C:18]1[CH:23]=[CH:22][N:21]=[C:20]([NH:24][CH:25]2[CH2:30][C:29]([CH3:32])([CH3:31])[NH:28][C:27]([CH3:34])([CH3:33])[CH2:26]2)[N:19]=1.CCCC[N+](CCCC)(CCCC)CCCC.[F-], predict the reaction product. The product is: [NH:6]1[C:10]2=[N:11][CH:12]=[CH:13][CH:14]=[C:9]2[C:8]([C:22]2[CH:23]=[CH:18][N:19]=[C:20]([NH:24][CH:25]3[CH2:30][C:29]([CH3:32])([CH3:31])[NH:28][C:27]([CH3:34])([CH3:33])[CH2:26]3)[N:21]=2)=[CH:7]1. (6) The product is: [F:2][C:3]1[CH:8]=[CH:7][CH:6]=[CH:5][C:4]=1[CH2:9][C:10]([CH:12]1[CH2:13][CH2:14][N:15]([CH2:36][CH2:35][C:31]2[NH:30][C:29](=[O:28])[CH:34]=[N:33][CH:32]=2)[CH2:16][CH2:17]1)=[O:11]. Given the reactants Cl.[F:2][C:3]1[CH:8]=[CH:7][CH:6]=[CH:5][C:4]=1[CH2:9][C:10]([CH:12]1[CH2:17][CH2:16][NH:15][CH2:14][CH2:13]1)=[O:11].C(=O)([O-])[O-].[K+].[K+].C([O:28][C:29]1[CH:34]=[N:33][CH:32]=[C:31]([CH:35]=[CH2:36])[N:30]=1)(C)(C)C.O, predict the reaction product. (7) Given the reactants [CH2:1]([N:5]([CH2:25][CH2:26][CH2:27][CH3:28])[C:6]1[CH:11]=[CH:10][C:9]([CH:12]=[CH:13][C:14]2[S:18][C:17]([CH:19]=[CH:20][CH:21]=O)=[CH:16][CH:15]=2)=[C:8]([O:23][CH3:24])[CH:7]=1)[CH2:2][CH2:3][CH3:4].[C:29]([C:31]1[C:32](=[C:47]([C:50]#[N:51])[C:48]#[N:49])[O:33][C:34]([C:41]2[CH:46]=[CH:45][CH:44]=[CH:43][CH:42]=2)([C:37]([F:40])([F:39])[F:38])[C:35]=1[CH3:36])#[N:30], predict the reaction product. The product is: [CH2:25]([N:5]([CH2:1][CH2:2][CH2:3][CH3:4])[C:6]1[CH:11]=[CH:10][C:9]([CH:12]=[CH:13][C:14]2[S:18][C:17]([CH:19]=[CH:20][CH:21]=[CH:36][C:35]3[C:34]([C:41]4[CH:46]=[CH:45][CH:44]=[CH:43][CH:42]=4)([C:37]([F:40])([F:38])[F:39])[O:33][C:32](=[C:47]([C:50]#[N:51])[C:48]#[N:49])[C:31]=3[C:29]#[N:30])=[CH:16][CH:15]=2)=[C:8]([O:23][CH3:24])[CH:7]=1)[CH2:26][CH2:27][CH3:28].